From a dataset of Forward reaction prediction with 1.9M reactions from USPTO patents (1976-2016). Predict the product of the given reaction. (1) Given the reactants Cl[CH2:2][CH2:3][CH2:4][CH:5]1[CH2:9][CH2:8][CH:7]([C:10]2[CH:15]=[CH:14][C:13]([F:16])=[CH:12][CH:11]=2)[N:6]1[S:17]([C:20]1[CH:25]=[CH:24][C:23]([CH3:26])=[CH:22][CH:21]=1)(=[O:19])=[O:18].[CH3:27][C:28]1[NH:32][N:31]=[N:30][N:29]=1, predict the reaction product. The product is: [F:16][C:13]1[CH:14]=[CH:15][C:10]([CH:7]2[N:6]([S:17]([C:20]3[CH:25]=[CH:24][C:23]([CH3:26])=[CH:22][CH:21]=3)(=[O:18])=[O:19])[CH:5]([CH2:4][CH2:3][CH2:2][N:29]3[C:28]([CH3:27])=[N:32][N:31]=[N:30]3)[CH2:9][CH2:8]2)=[CH:11][CH:12]=1. (2) Given the reactants [CH2:1]([C:3]1[CH:4]=[C:5]([C:9]2[N:14]=[CH:13][C:12]3[CH:15]=[N:16][N:17]([C:18]4[CH:23]=[CH:22][CH:21]=[C:20](F)[N:19]=4)[C:11]=3[CH:10]=2)[CH:6]=[N:7][CH:8]=1)[CH3:2].[NH:25]1[CH2:31][CH:30]([OH:32])[CH2:29][NH:28][CH2:27][CH2:26]1, predict the reaction product. The product is: [CH2:1]([C:3]1[CH:4]=[C:5]([C:9]2[N:14]=[CH:13][C:12]3[CH:15]=[N:16][N:17]([C:18]4[N:19]=[C:20]([N:25]5[CH2:31][CH:30]([OH:32])[CH2:29][NH:28][CH2:27][CH2:26]5)[CH:21]=[CH:22][CH:23]=4)[C:11]=3[CH:10]=2)[CH:6]=[N:7][CH:8]=1)[CH3:2].